Dataset: Full USPTO retrosynthesis dataset with 1.9M reactions from patents (1976-2016). Task: Predict the reactants needed to synthesize the given product. (1) Given the product [CH3:4][O:5][C:6](=[O:25])[C:7]1[CH:12]=[CH:11][C:10]([S:13](=[O:15])(=[O:14])[NH:37][C@H:33]([C:34](=[O:35])[NH2:36])[CH2:32][C:31]([O:30][C:26]([CH3:29])([CH3:27])[CH3:28])=[O:38])=[C:9]([O:17][CH2:18][C:19]2[CH:24]=[CH:23][CH:22]=[CH:21][CH:20]=2)[CH:8]=1, predict the reactants needed to synthesize it. The reactants are: C(Cl)Cl.[CH3:4][O:5][C:6](=[O:25])[C:7]1[CH:12]=[CH:11][C:10]([S:13](Cl)(=[O:15])=[O:14])=[C:9]([O:17][CH2:18][C:19]2[CH:24]=[CH:23][CH:22]=[CH:21][CH:20]=2)[CH:8]=1.[C:26]([O:30][C:31](=[O:38])[CH2:32][C@H:33]([NH2:37])[C:34]([NH2:36])=[O:35])([CH3:29])([CH3:28])[CH3:27].N1C=CC=CC=1. (2) Given the product [OH:1][C:2]([C:6]1[CH:11]=[CH:10][CH:9]=[CH:8][CH:7]=1)([CH2:12][CH3:13])[C:3]([OH:5])=[O:4], predict the reactants needed to synthesize it. The reactants are: [O:1]=[C:2]([C:6]1[CH:11]=[CH:10][CH:9]=[CH:8][CH:7]=1)[C:3]([OH:5])=[O:4].[CH2:12]([Mg]Br)[CH3:13].